From a dataset of Forward reaction prediction with 1.9M reactions from USPTO patents (1976-2016). Predict the product of the given reaction. (1) Given the reactants [C:1]([N:9]1[CH2:14][CH2:13][N:12]([C:15]2[CH:16]=[CH:17][C:18]([N+:28]([O-:30])=[O:29])=[C:19]([NH:21][C:22]3[CH:27]=[CH:26][CH:25]=[CH:24][CH:23]=3)[CH:20]=2)[CH2:11][CH2:10]1)(=[O:8])[C:2]1[CH:7]=[CH:6][CH:5]=[CH:4][CH:3]=1.[CH3:31]I.[OH-].[Na+].O, predict the reaction product. The product is: [CH3:31][N:21]([C:22]1[CH:23]=[CH:24][CH:25]=[CH:26][CH:27]=1)[C:19]1[CH:20]=[C:15]([N:12]2[CH2:11][CH2:10][N:9]([C:1](=[O:8])[C:2]3[CH:7]=[CH:6][CH:5]=[CH:4][CH:3]=3)[CH2:14][CH2:13]2)[CH:16]=[CH:17][C:18]=1[N+:28]([O-:30])=[O:29]. (2) Given the reactants Cl[C:2]1[CH:7]=[CH:6][N:5]=[CH:4][C:3]=1[N+:8]([O-:10])=[O:9].[C:11]([O:15][C:16](=[O:27])[NH:17][C@H:18]1[C@@:23]([OH:25])([CH3:24])[C@@H:22]([CH3:26])[CH2:21][NH:20][CH2:19]1)([CH3:14])([CH3:13])[CH3:12], predict the reaction product. The product is: [C:11]([O:15][C:16](=[O:27])[NH:17][C@H:18]1[C:23]([OH:25])([CH3:24])[C@@H:22]([CH3:26])[CH2:21][N:20]([C:2]2[CH:7]=[CH:6][N:5]=[CH:4][C:3]=2[N+:8]([O-:10])=[O:9])[CH2:19]1)([CH3:14])([CH3:12])[CH3:13]. (3) The product is: [NH2:7][C:10]1([CH2:27][CH2:28][OH:29])[C:23]2[CH:22]=[C:21]([Cl:24])[N:20]=[C:19]([F:25])[C:18]=2[O:17][C:16]2[C:11]1=[CH:12][C:13]([Br:26])=[CH:14][CH:15]=2. Given the reactants [H-].[H-].[H-].[H-].[Li+].[Al+3].[N:7]([C:10]1([CH2:27][CH2:28][OH:29])[C:23]2[CH:22]=[C:21]([Cl:24])[N:20]=[C:19]([F:25])[C:18]=2[O:17][C:16]2[C:11]1=[CH:12][C:13]([Br:26])=[CH:14][CH:15]=2)=[N+]=[N-], predict the reaction product.